This data is from Reaction yield outcomes from USPTO patents with 853,638 reactions. The task is: Predict the reaction yield, written as a fraction of the theoretical maximum amount of product (1.0 means a 100% yield; for example, 0.34 means a 34% yield). (1) The reactants are [CH:1]([C@@H:3]1[CH2:8][CH2:7][C@H:6]([CH3:9])[CH2:5][N:4]1[C:10]([O:12][C:13]([CH3:16])([CH3:15])[CH3:14])=[O:11])=O.[Br:17][C:18]1[CH:19]=[CH:20][C:21]([NH2:24])=[N:22][CH:23]=1.CC(O)=O.C(O[BH-](OC(=O)C)OC(=O)C)(=O)C.[Na+].C([O-])(O)=O.[Na+]. The catalyst is ClCCCl.C(Cl)Cl. The product is [Br:17][C:18]1[CH:19]=[CH:20][C:21]([NH:24][CH2:1][C@@H:3]2[CH2:8][CH2:7][C@H:6]([CH3:9])[CH2:5][N:4]2[C:10]([O:12][C:13]([CH3:16])([CH3:15])[CH3:14])=[O:11])=[N:22][CH:23]=1. The yield is 0.450. (2) The reactants are [F:1][C:2]1[CH:7]=[C:6]([CH3:8])[C:5]([N+:9]([O-:11])=[O:10])=[CH:4][C:3]=1[N+:12]([O-:14])=[O:13].CO[CH:17]([N:20]([CH3:22])[CH3:21])OC.CN(C=O)C. The catalyst is O. The product is [F:1][C:2]1[C:3]([N+:12]([O-:14])=[O:13])=[CH:4][C:5]([N+:9]([O-:11])=[O:10])=[C:6]([CH:8]=[CH:17][N:20]([CH3:22])[CH3:21])[CH:7]=1. The yield is 0.630. (3) The reactants are [CH2:1]([O:3][C:4](=[O:25])[N:5]([C:14]1[CH:19]=[C:18](Cl)[N:17]=[C:16]([NH2:21])[C:15]=1[N+:22]([O-:24])=[O:23])[CH2:6][C:7]1[CH:8]=[N:9][C:10]([CH3:13])=[CH:11][CH:12]=1)[CH3:2].[O:26]1[CH2:31][CH2:30][CH:29]([CH2:32][OH:33])[CH2:28][CH2:27]1.[H-].[Na+]. The catalyst is O1CCCC1. The product is [CH2:1]([O:3][C:4](=[O:25])[N:5]([C:14]1[CH:19]=[C:18]([O:33][CH2:32][CH:29]2[CH2:30][CH2:31][O:26][CH2:27][CH2:28]2)[N:17]=[C:16]([NH2:21])[C:15]=1[N+:22]([O-:24])=[O:23])[CH2:6][C:7]1[CH:8]=[N:9][C:10]([CH3:13])=[CH:11][CH:12]=1)[CH3:2]. The yield is 0.860. (4) The reactants are [Cl:1][C:2]1[CH:7]=[CH:6][C:5]([NH:8][C:9]2[CH:14]=[CH:13][N:12]=[C:11]([S:15]([CH3:18])(=[O:17])=[O:16])[CH:10]=2)=[C:4]([N+:19]([O-])=O)[CH:3]=1.O.NN. The catalyst is [Ni].C(O)C. The product is [Cl:1][C:2]1[CH:3]=[C:4]([NH2:19])[C:5]([NH:8][C:9]2[CH:14]=[CH:13][N:12]=[C:11]([S:15]([CH3:18])(=[O:16])=[O:17])[CH:10]=2)=[CH:6][CH:7]=1. The yield is 0.865. (5) The reactants are [Cl:1][C:2]1[C:3]2[N:4]([C:8]([C:12]([OH:14])=O)=[C:9]([CH3:11])[N:10]=2)[CH:5]=[CH:6][N:7]=1.F[B-](F)(F)F.N1(O[C+](N(C)C)N(C)C)C2C=CC=CC=2N=N1.[F:37][C:38]1[CH:39]=[C:40]([CH2:45][NH2:46])[CH:41]=[CH:42][C:43]=1[F:44].CN1CCOCC1. The catalyst is ClCCl.CN(C=O)C.O. The product is [Cl:1][C:2]1[C:3]2[N:4]([C:8]([C:12]([NH:46][CH2:45][C:40]3[CH:41]=[CH:42][C:43]([F:44])=[C:38]([F:37])[CH:39]=3)=[O:14])=[C:9]([CH3:11])[N:10]=2)[CH:5]=[CH:6][N:7]=1. The yield is 0.490. (6) The catalyst is O1CCOCC1. The reactants are [CH3:1][C:2]1[CH:3]=[C:4]([C:15]2[CH:16]=[C:17]3[C:22](=[CH:23][C:24]=2[C:25]([F:28])([F:27])[F:26])[NH:21][C:20](=[O:29])[N:19]([NH:30][S:31]([CH3:34])(=[O:33])=[O:32])[C:18]3=[O:35])[N:5](CCOC[Si](C)(C)C)[N:6]=1.Cl.CCO. The yield is 0.560. The product is [CH3:1][C:2]1[CH:3]=[C:4]([C:15]2[CH:16]=[C:17]3[C:22](=[CH:23][C:24]=2[C:25]([F:27])([F:28])[F:26])[NH:21][C:20](=[O:29])[N:19]([NH:30][S:31]([CH3:34])(=[O:33])=[O:32])[C:18]3=[O:35])[NH:5][N:6]=1. (7) The reactants are [C:1]([O:20][C:21]([C:34]1[CH:39]=[CH:38][CH:37]=[CH:36][CH:35]=1)([C:28]1[CH:33]=[CH:32][CH:31]=[CH:30][CH:29]=1)[C:22]1[CH:27]=[CH:26][CH:25]=[CH:24][CH:23]=1)(C1C=CC=CC=1)(C1C=CC=CC=1)C1C=CC=CC=1.[H-].[Na+].Br[CH2:43][CH2:44][CH2:45][CH2:46][CH2:47][CH2:48][CH2:49][CH2:50][CH2:51][CH3:52].[OH2:53].[CH2:54]([O:56][CH2:57][CH3:58])[CH3:55]. The catalyst is O1CCCC1. The product is [CH2:54]([O:56][CH2:57][CH:58]([O:53][CH2:24][CH2:23][CH2:22][CH2:21][CH2:28][CH2:29][CH2:30][CH2:31][CH2:32][CH3:33])[CH2:1][O:20][C:21]([C:28]1[CH:33]=[CH:32][CH:31]=[CH:30][CH:29]=1)([C:34]1[CH:35]=[CH:36][CH:37]=[CH:38][CH:39]=1)[C:22]1[CH:23]=[CH:24][CH:25]=[CH:26][CH:27]=1)[CH2:55][CH2:43][CH2:44][CH2:45][CH2:46][CH2:47][CH2:48][CH2:49][CH2:50][CH2:51][CH3:52]. The yield is 0.520.